From a dataset of Forward reaction prediction with 1.9M reactions from USPTO patents (1976-2016). Predict the product of the given reaction. Given the reactants [CH:1]1[CH:2]=[CH:3][C:4]2[S:9][N:8]=[C:7]([N:10]3[CH2:15][CH2:14][N:13]([CH2:16][CH2:17][C:18]4[CH:19]=[C:20]5[CH2:28][C:26](=[O:27])[NH:25][C:21]5=[CH:22][C:23]=4[Cl:24])[CH2:12][CH2:11]3)[C:5]=2[CH:6]=1.C(O)(=O)C.[ClH:33].O, predict the reaction product. The product is: [CH:1]1[CH:2]=[CH:3][C:4]2[S:9][N:8]=[C:7]([N:10]3[CH2:11][CH2:12][N:13]([CH2:16][CH2:17][C:18]4[CH:19]=[C:20]5[CH2:28][C:26](=[O:27])[NH:25][C:21]5=[CH:22][C:23]=4[Cl:24])[CH2:14][CH2:15]3)[C:5]=2[CH:6]=1.[ClH:33].